From a dataset of Forward reaction prediction with 1.9M reactions from USPTO patents (1976-2016). Predict the product of the given reaction. (1) Given the reactants [NH2:1][CH2:2][C:3]1[CH:4]=[C:5]([C:10]2[CH:15]=[CH:14][CH:13]=[C:12]([CH2:16][N:17]3[CH2:22][CH2:21][N:20](C(OC(C)(C)C)=O)[C@@H:19]([CH3:30])[CH2:18]3)[CH:11]=2)[CH:6]=[CH:7][C:8]=1[F:9].[NH:31]1[CH2:36][CH2:35][CH:34]([C:37]2[CH:38]=[C:39]([CH:43]=[CH:44][CH:45]=2)[C:40](O)=[O:41])[CH2:33][CH2:32]1.CN(C(ON1N=NC2C=CC=NC1=2)=[N+](C)C)C.F[P-](F)(F)(F)(F)F.C(N(C(C)C)CC)(C)C, predict the reaction product. The product is: [F:9][C:8]1[CH:7]=[CH:6][C:5]([C:10]2[CH:15]=[CH:14][CH:13]=[C:12]([CH2:16][N:17]3[CH2:22][CH2:21][NH:20][C@@H:19]([CH3:30])[CH2:18]3)[CH:11]=2)=[CH:4][C:3]=1[CH2:2][NH:1][C:40](=[O:41])[C:39]1[CH:43]=[CH:44][CH:45]=[C:37]([CH:34]2[CH2:33][CH2:32][NH:31][CH2:36][CH2:35]2)[CH:38]=1. (2) The product is: [OH:36][CH2:35][CH2:34][N:8]1[CH2:9][C:5]2[C:4]([O:10][C:11]3[CH:12]=[C:13]4[C:17](=[CH:18][CH:19]=3)[N:16]([C:20]([NH:22][C:23]3[CH:28]=[CH:27][CH:26]=[C:25]([C:29]([F:31])([F:30])[F:32])[CH:24]=3)=[O:21])[CH:15]=[CH:14]4)=[N:3][CH:2]=[N:1][C:6]=2[CH2:7]1. Given the reactants [N:1]1[C:6]2[CH2:7][NH:8][CH2:9][C:5]=2[C:4]([O:10][C:11]2[CH:12]=[C:13]3[C:17](=[CH:18][CH:19]=2)[N:16]([C:20]([NH:22][C:23]2[CH:28]=[CH:27][CH:26]=[C:25]([C:29]([F:32])([F:31])[F:30])[CH:24]=2)=[O:21])[CH:15]=[CH:14]3)=[N:3][CH:2]=1.Br[CH2:34][CH2:35][OH:36], predict the reaction product. (3) Given the reactants [C:1]([C:5]1[N:10]=[CH:9][C:8]([C:11]2[N:12]([C:32]([N:34]3[CH2:39][CH2:38][CH:37]([CH2:40][C:41]([OH:43])=O)[CH2:36][CH2:35]3)=[O:33])[C@@:13]([C:25]3[CH:30]=[CH:29][C:28]([Cl:31])=[CH:27][CH:26]=3)([CH3:24])[C@@:14]([C:17]3[CH:22]=[CH:21][C:20]([Cl:23])=[CH:19][CH:18]=3)([CH3:16])[N:15]=2)=[C:7]([O:44][CH2:45][CH3:46])[CH:6]=1)([CH3:4])([CH3:3])[CH3:2].[CH3:47][NH:48][CH2:49][C:50]1[CH:55]=[CH:54][CH:53]=[CH:52][CH:51]=1, predict the reaction product. The product is: [CH2:49]([N:48]([CH3:47])[C:41](=[O:43])[CH2:40][CH:37]1[CH2:38][CH2:39][N:34]([C:32]([N:12]2[C@@:13]([C:25]3[CH:26]=[CH:27][C:28]([Cl:31])=[CH:29][CH:30]=3)([CH3:24])[C@@:14]([C:17]3[CH:22]=[CH:21][C:20]([Cl:23])=[CH:19][CH:18]=3)([CH3:16])[N:15]=[C:11]2[C:8]2[CH:9]=[N:10][C:5]([C:1]([CH3:2])([CH3:3])[CH3:4])=[CH:6][C:7]=2[O:44][CH2:45][CH3:46])=[O:33])[CH2:35][CH2:36]1)[C:50]1[CH:55]=[CH:54][CH:53]=[CH:52][CH:51]=1. (4) Given the reactants [CH3:1][O:2][C:3]1[CH:4]=[C:5]([CH:8]=[CH:9][CH:10]=1)[CH:6]=[O:7].Br[Mg][CH2:13][CH:14]([CH3:16])[CH3:15].Cl.C(Cl)(=O)C(Cl)=O.CS(C)=O.C(N(CC)CC)C, predict the reaction product. The product is: [CH3:13][CH:14]([CH3:16])[CH2:15][C:6]([C:5]1[CH:8]=[CH:9][CH:10]=[C:3]([O:2][CH3:1])[CH:4]=1)=[O:7]. (5) Given the reactants Br[C:2]1[CH:7]=[CH:6][C:5]([Br:8])=[CH:4][CH:3]=1.CCCCCC.Cl[C:16]1[N:21]=[C:20]([C:22]2[CH:27]=[CH:26][CH:25]=[CH:24][CH:23]=2)[N:19]=[C:18]([C:28]2[CH:33]=[CH:32][CH:31]=[CH:30][CH:29]=2)[N:17]=1, predict the reaction product. The product is: [Br:8][C:5]1[CH:6]=[CH:7][C:2]([C:16]2[N:21]=[C:20]([C:22]3[CH:27]=[CH:26][CH:25]=[CH:24][CH:23]=3)[N:19]=[C:18]([C:28]3[CH:29]=[CH:30][CH:31]=[CH:32][CH:33]=3)[N:17]=2)=[CH:3][CH:4]=1. (6) The product is: [NH2:16][C:12]1[CH:13]=[CH:14][CH:15]=[C:8]([O:7][CH2:6]/[CH:5]=[CH:4]/[CH2:3][O:2][CH3:1])[C:9]=1[C:10]#[N:11]. Given the reactants [CH3:1][O:2][CH2:3]/[CH:4]=[CH:5]/[CH2:6][O:7][C:8]1[CH:15]=[CH:14][CH:13]=[C:12]([N+:16]([O-])=O)[C:9]=1[C:10]#[N:11].CCO.O, predict the reaction product. (7) Given the reactants [CH3:1][O:2][C:3]1[CH:11]=[CH:10][C:6]([C:7]([NH2:9])=[NH:8])=[CH:5][CH:4]=1.[Cl:12][C:13]1[CH:24]=[C:23]([Cl:25])[CH:22]=[CH:21][C:14]=1[CH:15]=[C:16]([C:19]#[N:20])[C:17]#[N:18], predict the reaction product. The product is: [NH2:20][CH2:19][C:16]1[C:17]([NH2:18])=[N:8][C:7]([C:6]2[CH:10]=[CH:11][C:3]([O:2][CH3:1])=[CH:4][CH:5]=2)=[N:9][C:15]=1[C:14]1[CH:21]=[CH:22][C:23]([Cl:25])=[CH:24][C:13]=1[Cl:12].